This data is from Catalyst prediction with 721,799 reactions and 888 catalyst types from USPTO. The task is: Predict which catalyst facilitates the given reaction. (1) Reactant: [C:1]([C:3]1[CH:8]=[CH:7][C:6]([NH:9][S:10]([CH3:13])(=[O:12])=[O:11])=[C:5]([F:14])[CH:4]=1)#[N:2]. Product: [NH2:2][CH2:1][C:3]1[CH:8]=[CH:7][C:6]([NH:9][S:10]([CH3:13])(=[O:12])=[O:11])=[C:5]([F:14])[CH:4]=1. The catalyst class is: 834. (2) Reactant: [NH2:1][C:2]1[C:3]([O:8][CH3:9])=[N:4][CH:5]=[CH:6][CH:7]=1.[CH2:10]([O:12][C:13]1[C:14](=O)[C:15](=[O:20])[C:16]=1[O:17]CC)[CH3:11]. Product: [CH2:10]([O:12][C:13]1[C:16](=[O:17])[C:15](=[O:20])[C:14]=1[NH:1][C:2]1[C:3]([O:8][CH3:9])=[N:4][CH:5]=[CH:6][CH:7]=1)[CH3:11]. The catalyst class is: 8. (3) Reactant: [CH2:1]([CH:3]([N:6]1[C:10]2=[C:11]3[C:18]([CH3:19])=[N:17][N:16]([C:20]4[C:25]([Cl:26])=[CH:24][C:23]([Cl:27])=[CH:22][C:21]=4[Cl:28])[C:12]3=[N:13][C:14]([CH3:15])=[C:9]2[CH2:8][CH2:7]1)[CH2:4][CH3:5])[CH3:2]. Product: [CH2:1]([CH:3]([N:6]1[C:10]2=[C:11]3[C:18]([CH3:19])=[N:17][N:16]([C:20]4[C:25]([Cl:26])=[CH:24][C:23]([Cl:27])=[CH:22][C:21]=4[Cl:28])[C:12]3=[N:13][C:14]([CH3:15])=[C:9]2[CH:8]=[CH:7]1)[CH2:4][CH3:5])[CH3:2]. The catalyst class is: 661.